From a dataset of Forward reaction prediction with 1.9M reactions from USPTO patents (1976-2016). Predict the product of the given reaction. (1) The product is: [O:1]=[C:2]1[CH2:6][CH2:5][S:4][CH:3]1[CH2:7][C:8]1[CH:13]=[CH:12][C:11]([CH:14]([CH3:18])[C:15]([OH:17])=[O:16])=[CH:10][CH:9]=1. Given the reactants [O:1]=[C:2]1[CH2:6][CH2:5][S:4][C:3]1=[CH:7][C:8]1[CH:13]=[CH:12][C:11]([CH:14]([CH3:18])[C:15]([OH:17])=[O:16])=[CH:10][CH:9]=1.[Mg], predict the reaction product. (2) The product is: [Cl:54][C:50]1[CH:49]=[C:48]([CH:53]=[CH:52][CH:51]=1)[CH2:47][N:34]1[C:35]([C:37]([F:39])([F:40])[F:38])=[CH:36][C:32]([C:29]2[CH:28]=[CH:27][C:26]([Cl:25])=[CH:31][CH:30]=2)=[C:33]1[C:41]([O:43][CH2:44][CH3:45])=[O:42]. Given the reactants CC([O-])(C)C.[K+].C1OCCOCCOCCOCCOCCOC1.[Cl:25][C:26]1[CH:31]=[CH:30][C:29]([C:32]2[CH:36]=[C:35]([C:37]([F:40])([F:39])[F:38])[NH:34][C:33]=2[C:41]([O:43][CH2:44][CH3:45])=[O:42])=[CH:28][CH:27]=1.Br[CH2:47][C:48]1[CH:53]=[CH:52][CH:51]=[C:50]([Cl:54])[CH:49]=1.OS([O-])(=O)=O.[K+], predict the reaction product. (3) Given the reactants [F:1][C:2]1[CH:10]=[C:9]2[C:5]([CH:6]=[N:7][NH:8]2)=[CH:4][C:3]=1[NH:11][C:12]1[C:13]2[C:20]([C:21](O)=[O:22])=[CH:19][NH:18][C:14]=2[N:15]=[CH:16][N:17]=1.[CH3:24][CH:25]([NH2:27])[CH3:26], predict the reaction product. The product is: [F:1][C:2]1[CH:10]=[C:9]2[C:5]([CH:6]=[N:7][NH:8]2)=[CH:4][C:3]=1[NH:11][C:12]1[C:13]2[C:20]([C:21]([NH:27][CH:25]([CH3:26])[CH3:24])=[O:22])=[CH:19][NH:18][C:14]=2[N:15]=[CH:16][N:17]=1. (4) Given the reactants [Cl:1][C:2]1[CH:3]=[C:4]2[C:9](=[CH:10][CH:11]=1)[C:8](=[O:12])[N:7]([C:13]1[CH:14]=[N:15][CH:16]=[C:17]([O:19]C)[CH:18]=1)[CH2:6][CH2:5]2, predict the reaction product. The product is: [Cl:1][C:2]1[CH:3]=[C:4]2[C:9](=[CH:10][CH:11]=1)[C:8](=[O:12])[N:7]([C:13]1[CH:14]=[N:15][CH:16]=[C:17]([OH:19])[CH:18]=1)[CH2:6][CH2:5]2. (5) Given the reactants Cl[C:2]1[CH:11]=[CH:10][C:9]2[C:4](=[CH:5][CH:6]=[C:7](Cl)[CH:8]=2)[N:3]=1.[CH3:13][O:14][C:15]1[CH:22]=[CH:21][CH:20]=[CH:19][C:16]=1[CH2:17][NH2:18].[NH2:23][CH2:24][C:25]1[CH:26]=[N:27][CH:28]=[CH:29][CH:30]=1, predict the reaction product. The product is: [CH3:13][O:14][C:15]1[CH:22]=[CH:21][CH:20]=[CH:19][C:16]=1[CH2:17][NH:18][C:2]1[CH:11]=[CH:10][C:9]2[C:4](=[CH:5][CH:6]=[C:7]([NH:23][CH2:24][C:25]3[CH:26]=[N:27][CH:28]=[CH:29][CH:30]=3)[CH:8]=2)[N:3]=1.